Dataset: Forward reaction prediction with 1.9M reactions from USPTO patents (1976-2016). Task: Predict the product of the given reaction. Given the reactants [CH3:1][O:2][C:3]([C:5]1[S:6][CH:7]=[CH:8][C:9]=1[NH:10][CH:11]([C:15]1[CH:16]=[N:17][C:18]([O:21][CH3:22])=[CH:19][CH:20]=1)[C:12]([OH:14])=[O:13])=[O:4].C(=NC1CCCCC1)=NC1CCCCC1.N1(O)C2C=CC=CC=2N=N1.[N:48]12[CH2:55][CH2:54][CH:51]([CH2:52][CH2:53]1)[C@@H:50](O)[CH2:49]2, predict the reaction product. The product is: [CH3:22][O:21][C:18]1[N:17]=[CH:16][C:15]([C@@H:11]([NH:10][C:9]2[CH:8]=[CH:7][S:6][C:5]=2[C:3]([O:2][CH3:1])=[O:4])[C:12](=[O:14])[O:13][CH:50]2[CH:51]3[CH2:54][CH2:55][N:48]([CH2:53][CH2:52]3)[CH2:49]2)=[CH:20][CH:19]=1.